From a dataset of Full USPTO retrosynthesis dataset with 1.9M reactions from patents (1976-2016). Predict the reactants needed to synthesize the given product. Given the product [ClH:17].[NH2:7][C@@H:8]([C:11]1[C:12]([F:29])=[C:13]([C:14]([Cl:17])=[CH:15][CH:16]=1)[O:18][C:19]1[CH:24]=[CH:23][N:22]=[C:21]([NH:25][C:26](=[O:28])[CH3:27])[CH:20]=1)[CH2:9][CH3:10], predict the reactants needed to synthesize it. The reactants are: C(OC(=O)[NH:7][C@@H:8]([C:11]1[CH:16]=[CH:15][C:14]([Cl:17])=[C:13]([O:18][C:19]2[CH:24]=[CH:23][N:22]=[C:21]([NH:25][C:26](=[O:28])[CH3:27])[CH:20]=2)[C:12]=1[F:29])[CH2:9][CH3:10])(C)(C)C.Cl.